From a dataset of NCI-60 drug combinations with 297,098 pairs across 59 cell lines. Regression. Given two drug SMILES strings and cell line genomic features, predict the synergy score measuring deviation from expected non-interaction effect. (1) Drug 1: CC1=CC=C(C=C1)C2=CC(=NN2C3=CC=C(C=C3)S(=O)(=O)N)C(F)(F)F. Drug 2: CN1C2=C(C=C(C=C2)N(CCCl)CCCl)N=C1CCCC(=O)O.Cl. Cell line: OVCAR-8. Synergy scores: CSS=0.664, Synergy_ZIP=-1.26, Synergy_Bliss=-3.34, Synergy_Loewe=-2.47, Synergy_HSA=-2.51. (2) Cell line: SNB-19. Synergy scores: CSS=9.51, Synergy_ZIP=-7.26, Synergy_Bliss=-1.53, Synergy_Loewe=-0.925, Synergy_HSA=-1.46. Drug 1: C1=NC2=C(N=C(N=C2N1C3C(C(C(O3)CO)O)O)F)N. Drug 2: CCC1(CC2CC(C3=C(CCN(C2)C1)C4=CC=CC=C4N3)(C5=C(C=C6C(=C5)C78CCN9C7C(C=CC9)(C(C(C8N6C)(C(=O)OC)O)OC(=O)C)CC)OC)C(=O)OC)O.OS(=O)(=O)O. (3) Cell line: NCI-H226. Drug 2: CC(C)CN1C=NC2=C1C3=CC=CC=C3N=C2N. Drug 1: CC1C(C(CC(O1)OC2CC(CC3=C2C(=C4C(=C3O)C(=O)C5=C(C4=O)C(=CC=C5)OC)O)(C(=O)C)O)N)O.Cl. Synergy scores: CSS=12.3, Synergy_ZIP=0.863, Synergy_Bliss=4.11, Synergy_Loewe=-11.2, Synergy_HSA=1.42. (4) Drug 1: C(CC(=O)O)C(=O)CN.Cl. Drug 2: C1=CN(C=N1)CC(O)(P(=O)(O)O)P(=O)(O)O. Cell line: MDA-MB-435. Synergy scores: CSS=-1.10, Synergy_ZIP=2.62, Synergy_Bliss=3.28, Synergy_Loewe=1.34, Synergy_HSA=0.847. (5) Drug 1: CC1C(C(CC(O1)OC2CC(CC3=C2C(=C4C(=C3O)C(=O)C5=C(C4=O)C(=CC=C5)OC)O)(C(=O)CO)O)N)O.Cl. Drug 2: CC1C(C(CC(O1)OC2CC(CC3=C2C(=C4C(=C3O)C(=O)C5=CC=CC=C5C4=O)O)(C(=O)C)O)N)O. Cell line: SF-268. Synergy scores: CSS=51.3, Synergy_ZIP=-4.79, Synergy_Bliss=-2.99, Synergy_Loewe=-0.368, Synergy_HSA=1.38. (6) Drug 1: CC(CN1CC(=O)NC(=O)C1)N2CC(=O)NC(=O)C2. Drug 2: CC1OCC2C(O1)C(C(C(O2)OC3C4COC(=O)C4C(C5=CC6=C(C=C35)OCO6)C7=CC(=C(C(=C7)OC)O)OC)O)O. Cell line: SK-MEL-28. Synergy scores: CSS=29.5, Synergy_ZIP=1.74, Synergy_Bliss=9.14, Synergy_Loewe=3.17, Synergy_HSA=10.7.